Dataset: Forward reaction prediction with 1.9M reactions from USPTO patents (1976-2016). Task: Predict the product of the given reaction. (1) Given the reactants [ClH:1].[NH2:2][CH2:3][C@@H:4]([C:6]1[C:14]2[S:13][C:12](=[O:15])[NH:11][C:10]=2[C:9]([OH:16])=[CH:8][CH:7]=1)[OH:5].[C:17]1([CH2:23][CH2:24][O:25][CH2:26][CH2:27][CH2:28][N:29]2[CH2:32][CH:31]([CH:33]=O)[CH2:30]2)[CH:22]=[CH:21][CH:20]=[CH:19][CH:18]=1.C(O)(=O)C.C([BH3-])#N.[Na+], predict the reaction product. The product is: [ClH:1].[OH:16][C:9]1[C:10]2[NH:11][C:12](=[O:15])[S:13][C:14]=2[C:6]([C@@H:4]([OH:5])[CH2:3][NH:2][CH2:33][CH:31]2[CH2:32][N:29]([CH2:28][CH2:27][CH2:26][O:25][CH2:24][CH2:23][C:17]3[CH:18]=[CH:19][CH:20]=[CH:21][CH:22]=3)[CH2:30]2)=[CH:7][CH:8]=1. (2) The product is: [CH2:25]([C:23]1[S:22][C:18]2[N:19]=[CH:20][N:21]=[C:16]([N:11]3[CH2:12][CH2:13][N:8]([C:1]([O:3][C:4]([CH3:7])([CH3:6])[CH3:5])=[O:2])[CH2:9][C@H:10]3[CH3:14])[C:17]=2[CH:24]=1)[CH3:26]. Given the reactants [C:1]([N:8]1[CH2:13][CH2:12][NH:11][C@H:10]([CH3:14])[CH2:9]1)([O:3][C:4]([CH3:7])([CH3:6])[CH3:5])=[O:2].Cl[C:16]1[C:17]2[CH:24]=[C:23]([CH2:25][CH3:26])[S:22][C:18]=2[N:19]=[CH:20][N:21]=1, predict the reaction product. (3) The product is: [Cl:1][C:2]1[N:7]=[CH:6][C:5]([NH2:8])=[C:4]([C:9]2[C:10]([F:24])=[N:11][CH:12]=[C:13]([C:26]3[S:34][C:33]4[CH2:32][CH2:31][N:30]([CH2:35][CH3:36])[CH2:29][C:28]=4[CH:27]=3)[CH:14]=2)[CH:3]=1. Given the reactants [Cl:1][C:2]1[N:7]=[CH:6][C:5]([NH2:8])=[C:4]([C:9]2[C:10]([F:24])=[N:11][CH:12]=[C:13](B3OC(C)(C)C(C)(C)O3)[CH:14]=2)[CH:3]=1.Br[C:26]1[S:34][C:33]2[CH2:32][CH2:31][N:30]([CH2:35][CH3:36])[CH2:29][C:28]=2[CH:27]=1, predict the reaction product. (4) Given the reactants Br[CH2:2][CH2:3][CH2:4][CH:5]([C:17]([F:20])([F:19])[F:18])[CH2:6][C:7]([F:16])([C:12]([F:15])([F:14])[F:13])[C:8]([F:11])([F:10])[F:9].C(O)C.NC(N)=[S:26].[OH-].[Na+], predict the reaction product. The product is: [F:16][C:7]([C:12]([F:15])([F:14])[F:13])([C:8]([F:11])([F:10])[F:9])[CH2:6][CH:5]([C:17]([F:20])([F:19])[F:18])[CH2:4][CH2:3][CH2:2][SH:26]. (5) The product is: [CH2:23]([C:14]1([C:17]([O:19][CH3:20])=[O:18])[CH2:15][CH2:16][O:11][CH2:12][CH2:13]1)[CH:22]=[CH2:21]. Given the reactants [Li+].C[Si]([N-][Si](C)(C)C)(C)C.[O:11]1[CH2:16][CH2:15][CH:14]([C:17]([O:19][CH3:20])=[O:18])[CH2:13][CH2:12]1.[CH2:21](Br)[CH:22]=[CH2:23], predict the reaction product. (6) Given the reactants [O:1]1[CH2:5][CH2:4][O:3][CH:2]1[C:6]1[N:15]=[C:14]2[C:9]([CH2:10][CH2:11][C:12](=[O:16])[NH:13]2)=[CH:8][C:7]=1[O:17][CH3:18].[CH3:19]C(C)([O-])C.[K+].CI, predict the reaction product. The product is: [O:3]1[CH2:4][CH2:5][O:1][CH:2]1[C:6]1[N:15]=[C:14]2[C:9]([CH2:10][CH2:11][C:12](=[O:16])[N:13]2[CH3:19])=[CH:8][C:7]=1[O:17][CH3:18]. (7) Given the reactants [CH3:1][C:2]1([CH3:15])[C:14]2[CH:13]=[CH:12][CH:11]=[CH:10][C:9]=2[C:8]2[C:3]1=[CH:4][CH:5]=[CH:6][CH:7]=2.[Br:16][C:17]1[CH:18]=[C:19]2[C:24](=[O:25])[O:23][C:21](=[O:22])[C:20]2=[CH:26][CH:27]=1.ClCCl.[Cl-].[Al+3].[Cl-].[Cl-], predict the reaction product. The product is: [Br:16][C:17]1[CH:27]=[CH:26][C:20]([C:21]([C:5]2[CH:6]=[CH:7][C:8]3[C:9]4[C:14](=[CH:13][CH:12]=[CH:11][CH:10]=4)[C:2]([CH3:15])([CH3:1])[C:3]=3[CH:4]=2)=[O:22])=[C:19]([CH:18]=1)[C:24]([OH:25])=[O:23]. (8) Given the reactants Br[C:2]1[N:7]=[C:6]2[N:8]([CH2:12][CH2:13][CH:14]3[CH2:19][CH2:18][O:17][CH2:16][CH2:15]3)[C:9](=[O:11])[NH:10][C:5]2=[N:4][CH:3]=1.B(O)(O)[C:21]1[CH:26]=[CH:25][C:24]([C:27]([NH2:29])=[O:28])=[CH:23][CH:22]=1.ClCCl.P([O-])([O-])([O-])=O.[K+].[K+].[K+], predict the reaction product. The product is: [O:11]=[C:9]1[NH:10][C:5]2=[N:4][CH:3]=[C:2]([C:21]3[CH:26]=[CH:25][C:24]([C:27]([NH2:29])=[O:28])=[CH:23][CH:22]=3)[N:7]=[C:6]2[N:8]1[CH2:12][CH2:13][CH:14]1[CH2:19][CH2:18][O:17][CH2:16][CH2:15]1. (9) Given the reactants [C:1]([O:5][C:6](=[O:20])[CH2:7][C:8]1[C:9]([Cl:19])=[CH:10][CH:11]=[C:12]2[C:17]=1[N:16]=[C:15]([CH3:18])[CH:14]=[CH:13]2)(C)(C)[CH3:2], predict the reaction product. The product is: [CH2:1]([O:5][C:6](=[O:20])[CH2:7][C:8]1[C:9]([Cl:19])=[CH:10][CH:11]=[C:12]2[C:17]=1[N:16]=[C:15]([CH3:18])[CH:14]=[CH:13]2)[CH3:2].